From a dataset of Forward reaction prediction with 1.9M reactions from USPTO patents (1976-2016). Predict the product of the given reaction. (1) Given the reactants [C:1]([NH:11][CH2:12][CH2:13][C:14]([OH:16])=O)([O:3][CH2:4][C:5]1[CH:10]=[CH:9][CH:8]=[CH:7][CH:6]=1)=[O:2].C(Cl)(=O)C([Cl:20])=O, predict the reaction product. The product is: [C:1]([NH:11][CH2:12][CH2:13][C:14]([Cl:20])=[O:16])([O:3][CH2:4][C:5]1[CH:10]=[CH:9][CH:8]=[CH:7][CH:6]=1)=[O:2]. (2) Given the reactants [CH2:1]([O:3][C:4](=[O:24])[C:5]1[CH:10]=[C:9]([NH2:11])[C:8]([NH:12][CH3:13])=[CH:7][C:6]=1[N:14]1[CH2:19][CH2:18][CH:17]([C:20]([F:23])([F:22])[F:21])[CH2:16][CH2:15]1)[CH3:2].[C:25]([O:29][C:30](=[O:44])[NH:31][CH2:32][C:33]1[CH:38]=[CH:37][C:36]([Cl:39])=[C:35]([N:40]=[C:41]=S)[C:34]=1[Cl:43])([CH3:28])([CH3:27])[CH3:26].CC(C)N=C=NC(C)C, predict the reaction product. The product is: [CH2:1]([O:3][C:4]([C:5]1[C:6]([N:14]2[CH2:19][CH2:18][CH:17]([C:20]([F:22])([F:21])[F:23])[CH2:16][CH2:15]2)=[CH:7][C:8]2[N:12]([CH3:13])[C:41]([NH:40][C:35]3[C:36]([Cl:39])=[CH:37][CH:38]=[C:33]([CH2:32][NH:31][C:30]([O:29][C:25]([CH3:28])([CH3:27])[CH3:26])=[O:44])[C:34]=3[Cl:43])=[N:11][C:9]=2[CH:10]=1)=[O:24])[CH3:2]. (3) Given the reactants FC1C=CC=CC=1C[N:5]1C2=NC(C(F)(F)F)=CC=C2C(C(=N)NN)=N1.Cl[C:27]1[N:28]=[C:29]([C:43]2[C:51]3[C:46](=[N:47][CH:48]=[C:49]([F:52])[CH:50]=3)[N:45]([CH2:53][C:54]3[CH:59]=[CH:58][CH:57]=[CH:56][C:55]=3[F:60])[N:44]=2)[N:30]=[N:31][C:32]=1[C:33]([CH3:42])([CH2:39][CH:40]=[CH2:41])[C:34]([O:36]CC)=O, predict the reaction product. The product is: [CH2:39]([C:33]1([CH3:42])[C:32]2[N:31]=[N:30][C:29]([C:43]3[C:51]4[C:46](=[N:47][CH:48]=[C:49]([F:52])[CH:50]=4)[N:45]([CH2:53][C:54]4[CH:59]=[CH:58][CH:57]=[CH:56][C:55]=4[F:60])[N:44]=3)=[N:28][C:27]=2[NH:5][C:34]1=[O:36])[CH:40]=[CH2:41]. (4) Given the reactants [NH2:1][C:2]1[S:3][CH:4]=[CH:5][C:6]=1[C:7]([NH2:9])=[O:8].[C:10](Cl)(=[O:12])[CH3:11], predict the reaction product. The product is: [C:10]([NH:1][C:2]1[S:3][CH:4]=[CH:5][C:6]=1[C:7]([NH2:9])=[O:8])(=[O:12])[CH3:11]. (5) Given the reactants [CH2:1]([C@H:8]([CH2:12][C:13]([O:15]C(C)(C)C)=[O:14])[C:9]([OH:11])=O)[C:2]1[CH:7]=[CH:6][CH:5]=[CH:4][CH:3]=1.[CH:20]([C:23]1[CH:28]=[CH:27][C:26]([C:29]2[CH:34]=[CH:33][CH:32]=[CH:31][C:30]=2[C:35]2[N:36]=[C:37]([NH:40][CH3:41])[S:38][CH:39]=2)=[CH:25][CH:24]=1)([CH3:22])[CH3:21], predict the reaction product. The product is: [CH2:1]([C@@H:8]([C:9]([N:40]([C:37]1[S:38][CH:39]=[C:35]([C:30]2[CH:31]=[CH:32][CH:33]=[CH:34][C:29]=2[C:26]2[CH:25]=[CH:24][C:23]([CH:20]([CH3:22])[CH3:21])=[CH:28][CH:27]=2)[N:36]=1)[CH3:41])=[O:11])[CH2:12][C:13]([OH:15])=[O:14])[C:2]1[CH:3]=[CH:4][CH:5]=[CH:6][CH:7]=1. (6) Given the reactants [CH3:1][C:2]1[C:6]([CH2:7][O:8][C:9]2[CH:14]=[CH:13][C:12]([S:15]([NH:18][C:19]3[CH:24]=[CH:23][C:22]([CH:25]([CH3:27])[CH3:26])=[CH:21][N:20]=3)(=[O:17])=[O:16])=[CH:11][CH:10]=2)=[C:5]([CH3:28])[O:4][N:3]=1.C(N=C(N(C)C)N(C)C)(C)(C)C.Br[CH2:42][CH:43]1[CH2:46][CH2:45][CH2:44]1, predict the reaction product. The product is: [CH:43]1([CH2:42][N:18]([C:19]2[CH:24]=[CH:23][C:22]([CH:25]([CH3:26])[CH3:27])=[CH:21][N:20]=2)[S:15]([C:12]2[CH:11]=[CH:10][C:9]([O:8][CH2:7][C:6]3[C:2]([CH3:1])=[N:3][O:4][C:5]=3[CH3:28])=[CH:14][CH:13]=2)(=[O:17])=[O:16])[CH2:46][CH2:45][CH2:44]1. (7) Given the reactants C(=O)([O-])[O-].[Cs+].[Cs+].Br[C:8]1[CH:9]=[CH:10][CH:11]=[C:12]2[C:17]=1[N:16]=[CH:15][CH:14]=[CH:13]2.[OH:18][C:19]1[CH:20]=[CH:21][CH:22]=[C:23]2[C:28]=1[N:27]=[CH:26][CH:25]=[CH:24]2.C(N(CC([O-])=O)CC(O)=O)CN(CC([O-])=O)CC(O)=O.[Na+].[Na+], predict the reaction product. The product is: [O:18]([C:19]1[CH:20]=[CH:21][CH:22]=[C:23]2[C:28]=1[N:27]=[CH:26][CH:25]=[CH:24]2)[C:8]1[CH:9]=[CH:10][CH:11]=[C:12]2[C:17]=1[N:16]=[CH:15][CH:14]=[CH:13]2.